This data is from Reaction yield outcomes from USPTO patents with 853,638 reactions. The task is: Predict the reaction yield, written as a fraction of the theoretical maximum amount of product (1.0 means a 100% yield; for example, 0.34 means a 34% yield). (1) The reactants are Cl.[CH3:2][NH:3][C:4]1[CH:5]=[CH:6][CH:7]=[C:8]2[C:12]=1[NH:11][C:10]([C:13]1[S:14][CH:15]=[CH:16][N:17]=1)=[CH:9]2.C(N(CC)CC)C.[C:25]1([C:30](Cl)=[O:31])[S:29][CH:28]=[CH:27][CH:26]=1. The catalyst is O1CCCC1. The product is [CH3:2][N:3]([C:4]1[CH:5]=[CH:6][CH:7]=[C:8]2[C:12]=1[NH:11][C:10]([C:13]1[S:14][CH:15]=[CH:16][N:17]=1)=[CH:9]2)[C:30]([C:25]1[S:29][CH:28]=[CH:27][CH:26]=1)=[O:31]. The yield is 0.920. (2) The reactants are N1C=CN=C1.[Br:6][C:7]1[C:16]2[C:11](=[CH:12][CH:13]=[CH:14][CH:15]=2)[C:10]([OH:17])=[CH:9][CH:8]=1.[Si:18](Cl)([C:21]([CH3:24])([CH3:23])[CH3:22])([CH3:20])[CH3:19]. The catalyst is CN(C=O)C. The product is [Br:6][C:7]1[C:16]2[C:11](=[CH:12][CH:13]=[CH:14][CH:15]=2)[C:10]([O:17][Si:18]([C:21]([CH3:24])([CH3:23])[CH3:22])([CH3:20])[CH3:19])=[CH:9][CH:8]=1. The yield is 0.850.